From a dataset of Peptide-MHC class II binding affinity with 134,281 pairs from IEDB. Regression. Given a peptide amino acid sequence and an MHC pseudo amino acid sequence, predict their binding affinity value. This is MHC class II binding data. (1) The peptide sequence is KAGFVILKTFTPGAE. The MHC is DRB3_0202 with pseudo-sequence DRB3_0202. The binding affinity (normalized) is 0.253. (2) The peptide sequence is YDKFLANVFTVLTGK. The MHC is DRB1_0101 with pseudo-sequence DRB1_0101. The binding affinity (normalized) is 0.835. (3) The peptide sequence is DTRLMRLEDEMKEGR. The MHC is DRB4_0101 with pseudo-sequence DRB4_0103. The binding affinity (normalized) is 0.212. (4) The peptide sequence is EVKSFQWTQALRREL. The MHC is DRB1_0901 with pseudo-sequence DRB1_0901. The binding affinity (normalized) is 0.776. (5) The peptide sequence is RMLEPTRVVNWEVII. The MHC is DRB1_0404 with pseudo-sequence DRB1_0404. The binding affinity (normalized) is 0.453. (6) The binding affinity (normalized) is 0.613. The MHC is HLA-DQA10501-DQB10402 with pseudo-sequence HLA-DQA10501-DQB10402. The peptide sequence is VPTSWVPQGRTTWSI. (7) The peptide sequence is RSRPRRTTRRMDRRT. The MHC is DRB1_0405 with pseudo-sequence DRB1_0405. The binding affinity (normalized) is 0.450. (8) The peptide sequence is SKAALTSKLDAAYKL. The MHC is HLA-DPA10103-DPB10201 with pseudo-sequence HLA-DPA10103-DPB10201. The binding affinity (normalized) is 0.363. (9) The peptide sequence is ITYGETGGNSPVQEF. The MHC is DRB1_1001 with pseudo-sequence DRB1_1001. The binding affinity (normalized) is 0.401.